This data is from Full USPTO retrosynthesis dataset with 1.9M reactions from patents (1976-2016). The task is: Predict the reactants needed to synthesize the given product. (1) Given the product [OH:1][C@@H:2]([C@@H:22]([NH:30][C:31](=[O:49])[C:32]1[CH:37]=[CH:36][CH:35]=[C:34]([C:38](=[O:48])[N:39]([CH3:47])[CH2:40][C:41]2[S:42][CH:43]=[C:44]([CH3:46])[N:45]=2)[CH:33]=1)[CH2:23][C:24]1[CH:25]=[CH:26][CH:27]=[CH:28][CH:29]=1)[CH2:3][NH:4][CH2:5][C:6]1[CH:7]=[C:8]([CH:13]=[C:14]([N:16]([CH3:21])[S:17]([CH3:20])(=[O:19])=[O:18])[CH:15]=1)[C:9]([OH:11])=[O:10], predict the reactants needed to synthesize it. The reactants are: [OH:1][C@@H:2]([C@@H:22]([NH:30][C:31](=[O:49])[C:32]1[CH:37]=[CH:36][CH:35]=[C:34]([C:38](=[O:48])[N:39]([CH3:47])[CH2:40][C:41]2[S:42][CH:43]=[C:44]([CH3:46])[N:45]=2)[CH:33]=1)[CH2:23][C:24]1[CH:29]=[CH:28][CH:27]=[CH:26][CH:25]=1)[CH2:3][NH:4][CH2:5][C:6]1[CH:7]=[C:8]([CH:13]=[C:14]([N:16]([CH3:21])[S:17]([CH3:20])(=[O:19])=[O:18])[CH:15]=1)[C:9]([O:11]C)=[O:10].[OH-].[Na+]. (2) Given the product [Cl:1][C:2]1[CH:3]=[C:4]([CH:19]=[CH:20][CH:21]=1)[C:5]([N:7]=[C:8]1[N:12]([CH2:29][C:30]([O:32][CH2:33][CH3:34])=[O:31])[C:11]2[CH:13]=[CH:14][C:15]([O:17][CH3:18])=[CH:16][C:10]=2[S:9]1)=[O:6], predict the reactants needed to synthesize it. The reactants are: [Cl:1][C:2]1[CH:3]=[C:4]([CH:19]=[CH:20][CH:21]=1)[C:5]([NH:7][C:8]1[S:9][C:10]2[CH:16]=[C:15]([O:17][CH3:18])[CH:14]=[CH:13][C:11]=2[N:12]=1)=[O:6].C(=O)([O-])[O-].[K+].[K+].Br[CH2:29][C:30]([O:32][CH2:33][CH3:34])=[O:31].